This data is from Forward reaction prediction with 1.9M reactions from USPTO patents (1976-2016). The task is: Predict the product of the given reaction. (1) Given the reactants N#N.[CH3:3][C:4]1[NH:5][C:6]2[C:11]([CH:12]=1)=[CH:10][CH:9]=[CH:8][C:7]=2[O:13][CH3:14].N1C(C)=CC(C)=CC=1C.[Cl:24][C:25]([Cl:30])([Cl:29])[C:26](Cl)=[O:27], predict the reaction product. The product is: [CH3:3][C:4]1[NH:5][C:6]2[C:11]([C:12]=1[C:26](=[O:27])[C:25]([Cl:30])([Cl:29])[Cl:24])=[CH:10][CH:9]=[CH:8][C:7]=2[O:13][CH3:14]. (2) Given the reactants [NH2:1][N:2]1[C:6]([C:7]2[CH:12]=[C:11]([O:13][CH3:14])[C:10]([O:15][CH3:16])=[C:9]([O:17][CH3:18])[CH:8]=2)=[N:5][N:4]=[C:3]1[SH:19].[CH3:20][C:21]1[CH:29]=[CH:28][C:24]([C:25](Cl)=O)=[CH:23][C:22]=1[N+:30]([O-:32])=[O:31], predict the reaction product. The product is: [CH3:20][C:21]1[CH:29]=[CH:28][C:24]([C:25]2[S:19][C:3]3=[N:4][N:5]=[C:6]([C:7]4[CH:8]=[C:9]([O:17][CH3:18])[C:10]([O:15][CH3:16])=[C:11]([O:13][CH3:14])[CH:12]=4)[N:2]3[N:1]=2)=[CH:23][C:22]=1[N+:30]([O-:32])=[O:31]. (3) The product is: [Cl-:8].[OH:11][CH2:10][CH2:9][N+:4]1[CH:5]=[CH:6][N:2]([CH3:1])[C:3]=1[CH3:7]. Given the reactants [CH3:1][N:2]1[CH:6]=[CH:5][N:4]=[C:3]1[CH3:7].[Cl:8][CH2:9][CH2:10][OH:11], predict the reaction product. (4) The product is: [CH:1]1([C:6]2[NH:7][C:8]3[C:14]([C:15]([NH:19][CH2:20][CH2:21][C:22]4[CH:27]=[CH:26][C:25]([OH:28])=[CH:24][CH:23]=4)=[O:17])=[CH:13][CH:12]=[C:11]([OH:18])[C:9]=3[N:10]=2)[CH2:2][CH2:3][CH2:4][CH2:5]1. Given the reactants [CH:1]1([C:6]2[NH:10][C:9]3[C:11]([OH:18])=[CH:12][CH:13]=[C:14]([C:15]([OH:17])=O)[C:8]=3[N:7]=2)[CH2:5][CH2:4][CH2:3][CH2:2]1.[NH2:19][CH2:20][CH2:21][C:22]1[CH:27]=[CH:26][C:25]([OH:28])=[CH:24][CH:23]=1, predict the reaction product.